Dataset: Catalyst prediction with 721,799 reactions and 888 catalyst types from USPTO. Task: Predict which catalyst facilitates the given reaction. (1) Reactant: Cl[C:2]1[C:11]2[C:6](=[CH:7][C:8]([NH:15][CH2:16][CH3:17])=[C:9]([N+:12]([O-:14])=[O:13])[CH:10]=2)[N:5]=[CH:4][N:3]=1.C(N(CC)CC)C.[NH2:25][C:26]1[CH:33]=[CH:32][CH:31]=[CH:30][C:27]=1[CH2:28][NH2:29]. Product: [NH2:25][C:26]1[CH:33]=[CH:32][CH:31]=[CH:30][C:27]=1[CH2:28][NH:29][C:2]1[C:11]2[C:6](=[CH:7][C:8]([NH:15][CH2:16][CH3:17])=[C:9]([N+:12]([O-:14])=[O:13])[CH:10]=2)[N:5]=[CH:4][N:3]=1. The catalyst class is: 7. (2) Reactant: Cl.C([N:4]([C:10]1[N:15]=[C:14]([CH2:16][O:17]/[N:18]=[C:19](\[C:26]2[N:30]([CH3:31])[N:29]=[N:28][N:27]=2)/[C:20]2[CH:25]=[CH:24][CH:23]=[CH:22][CH:21]=2)[CH:13]=[CH:12][CH:11]=1)[CH2:5][CH2:6][CH2:7][CH2:8][CH3:9])=O.C(=O)([O-])[O-].[Na+].[Na+]. Product: [CH2:5]([NH:4][C:10]1[N:15]=[C:14]([CH2:16][O:17]/[N:18]=[C:19](\[C:26]2[N:30]([CH3:31])[N:29]=[N:28][N:27]=2)/[C:20]2[CH:25]=[CH:24][CH:23]=[CH:22][CH:21]=2)[CH:13]=[CH:12][CH:11]=1)[CH2:6][CH2:7][CH2:8][CH3:9]. The catalyst class is: 13. (3) Reactant: [CH3:1][CH2:2][N:3]([CH2:6][CH2:7][NH:8][C:9]([C:11]1[C:15]([CH3:16])=[C:14](/[CH:17]=[C:18]2/[C:19]3[CH:24]=[C:23]([F:25])[CH:22]=[CH:21][C:20]=3[NH:26][C:27]/2=[O:28])[NH:13][C:12]=1[CH3:29])=[O:10])[CH2:4][CH3:5].[C:30]([OH:42])(=[O:41])[CH2:31][C:32]([CH2:37][C:38]([OH:40])=[O:39])([C:34]([OH:36])=[O:35])[OH:33].CO. Product: [CH3:1][CH2:2][N:3]([CH2:6][CH2:7][NH:8][C:9]([C:11]1[C:15]([CH3:16])=[C:14](/[CH:17]=[C:18]2/[C:19]3[CH:24]=[C:23]([F:25])[CH:22]=[CH:21][C:20]=3[NH:26][C:27]/2=[O:28])[NH:13][C:12]=1[CH3:29])=[O:10])[CH2:4][CH3:5].[C:30]([O-:42])(=[O:41])[CH2:31][C:32]([CH2:37][C:38]([O-:40])=[O:39])([C:34]([O-:36])=[O:35])[OH:33]. The catalyst class is: 6. (4) Reactant: [O:1]=[CH:2][C:3]1[CH:11]=[CH:10][C:8]([OH:9])=[C:5]([O:6][CH3:7])[CH:4]=1.[Cl:12]Cl. Product: [Cl:12][C:10]1[CH:11]=[C:3]([CH:4]=[C:5]([O:6][CH3:7])[C:8]=1[OH:9])[CH:2]=[O:1]. The catalyst class is: 15. (5) Reactant: [CH3:1][C:2]1[C@@H:3]([C:15]([OH:17])=O)[N:4]2[CH2:9][C@@H:7]([CH:8]=1)[N:6]([O:10][CH2:11][CH:12]=[CH2:13])[C:5]2=[O:14].[NH2:18][CH:19]1[CH2:24][CH2:23][N:22]([C:25]([O:27][C:28]([CH3:31])([CH3:30])[CH3:29])=[O:26])[CH2:21][CH2:20]1.CN(C(ON1N=NC2C=CC=NC1=2)=[N+](C)C)C.F[P-](F)(F)(F)(F)F.CCN(C(C)C)C(C)C. Product: [CH3:1][C:2]1[C@@H:3]([C:15]([NH:18][CH:19]2[CH2:20][CH2:21][N:22]([C:25]([O:27][C:28]([CH3:31])([CH3:30])[CH3:29])=[O:26])[CH2:23][CH2:24]2)=[O:17])[N:4]2[CH2:9][C@@H:7]([CH:8]=1)[N:6]([O:10][CH2:11][CH:12]=[CH2:13])[C:5]2=[O:14]. The catalyst class is: 434. (6) Reactant: O[C:2]1[CH:3]=[C:4]2[C:9](=[CH:10][CH:11]=1)[CH:8]=[C:7]([C:12](=[O:14])[CH3:13])[CH:6]=[CH:5]2.[CH2:15]([NH:17][CH2:18][CH2:19][OH:20])[CH3:16].O. Product: [CH2:15]([N:17]([CH2:18][CH2:19][OH:20])[C:2]1[CH:3]=[C:4]2[C:9](=[CH:10][CH:11]=1)[CH:8]=[C:7]([C:12](=[O:14])[CH3:13])[CH:6]=[CH:5]2)[CH3:16]. The catalyst class is: 13. (7) Reactant: [CH3:1][C:2]1([CH3:31])[CH2:6][O:5][C:4](=[O:7])[CH:3]1[S:8][CH2:9][C:10]1[N:11]=[C:12]2[CH:17]=[CH:16][CH:15]=[CH:14][N:13]2[C:18]=1[C:19]#[C:20][C:21]1[CH:26]=[CH:25][CH:24]=[C:23]([C:27]([F:30])([F:29])[F:28])[CH:22]=1.[O:32]1CCCC1.[OH-].[Na+].C(O)(=O)C. Product: [OH:5][CH2:6][C:2]([CH3:31])([CH3:1])[CH:3]([S:8][CH2:9][C:10]1[N:11]=[C:12]2[CH:17]=[CH:16][CH:15]=[CH:14][N:13]2[C:18]=1[C:19]#[C:20][C:21]1[CH:26]=[CH:25][CH:24]=[C:23]([C:27]([F:28])([F:29])[F:30])[CH:22]=1)[C:4]([OH:7])=[O:32]. The catalyst class is: 24.